This data is from Reaction yield outcomes from USPTO patents with 853,638 reactions. The task is: Predict the reaction yield, written as a fraction of the theoretical maximum amount of product (1.0 means a 100% yield; for example, 0.34 means a 34% yield). (1) The reactants are [CH:1]1([C:4]#[C:5][C:6]2[CH:15]=[C:14]([O:16][CH3:17])[CH:13]=[CH:12][C:7]=2[C:8]([O:10]C)=O)[CH2:3][CH2:2]1.Cl.[CH3:19][NH:20][O:21][CH3:22].[Li]CCCC. No catalyst specified. The product is [CH:1]1([C:4]#[C:5][C:6]2[CH:15]=[C:14]([O:16][CH3:17])[CH:13]=[CH:12][C:7]=2[C:8]([N:20]([CH3:19])[O:21][CH3:22])=[O:10])[CH2:2][CH2:3]1. The yield is 0.860. (2) The reactants are C[Si]([N-][Si](C)(C)C)(C)C.[Li+].[N:11]1[CH:16]=[CH:15][C:14]([CH3:17])=[CH:13][CH:12]=1.[O:18]1[CH:22]=[CH:21][CH:20]=[C:19]1[C:23](OCC)=[O:24].CCCCCC. The catalyst is O1CCCC1. The product is [O:18]1[CH:22]=[CH:21][CH:20]=[C:19]1[C:23](=[O:24])[CH2:17][C:14]1[CH:15]=[CH:16][N:11]=[CH:12][CH:13]=1. The yield is 0.700. (3) The reactants are [F:1][C:2]([F:22])([F:21])[C:3]([C:9]1[CH:14]=[CH:13][C:12]([NH:15][CH2:16][C:17]([F:20])([F:19])[F:18])=[CH:11][CH:10]=1)([OH:8])[C:4]([F:7])([F:6])[F:5].[Cl:23][C:24]1[CH:34]=[CH:33][C:27]2[S:28][C:29]([CH2:31]Cl)=[CH:30][C:26]=2[CH:25]=1. The catalyst is CC(O)(C)C. The product is [Cl:23][C:24]1[CH:34]=[CH:33][C:27]2[S:28][C:29]([CH2:31][N:15]([CH2:16][C:17]([F:19])([F:18])[F:20])[C:12]3[CH:11]=[CH:10][C:9]([C:3]([OH:8])([C:4]([F:7])([F:6])[F:5])[C:2]([F:21])([F:22])[F:1])=[CH:14][CH:13]=3)=[CH:30][C:26]=2[CH:25]=1. The yield is 0.190. (4) The reactants are [CH3:1][O:2][C:3]1[C:4](=[O:21])[N:5]([CH3:20])[N:6]=[CH:7][C:8]=1[C:9]1[C:14](=O)[NH:13][C:12]([C:16]([F:19])([F:18])[F:17])=[N:11][CH:10]=1.O(Cl)[Cl:23].[P+5]. No catalyst specified. The product is [Cl:23][C:14]1[C:9]([C:8]2[CH:7]=[N:6][N:5]([CH3:20])[C:4](=[O:21])[C:3]=2[O:2][CH3:1])=[CH:10][N:11]=[C:12]([C:16]([F:19])([F:18])[F:17])[N:13]=1. The yield is 0.132. (5) The reactants are N[C@H:2]([C:13]([OH:15])=[O:14])[CH2:3][C:4]1[C:12]2[C:7](=[CH:8][CH:9]=[CH:10][CH:11]=2)[NH:6][CH:5]=1.N1C=CC=CC=1C=[O:23]. No catalyst specified. The product is [NH:6]1[C:7]2[C:12](=[CH:11][CH:10]=[CH:9][CH:8]=2)[C:4]([CH2:3][C:2](=[O:23])[C:13]([OH:15])=[O:14])=[CH:5]1. The yield is 0.640. (6) The catalyst is C(O)(C)(C)C.C(O)C. The reactants are [BH4-].[Na+].[F:3][C:4]1[CH:9]=[C:8]([I:10])[CH:7]=[CH:6][C:5]=1[N:11]1[C:16]([N:17]=[CH:18]N(C)C)=[CH:15][C:14](=[O:22])[N:13]([CH2:23][C:24]2[CH:29]=[CH:28][C:27]([O:30][CH3:31])=[CH:26][CH:25]=2)[C:12]1=[O:32].O.[Cl-].[NH4+]. The product is [F:3][C:4]1[CH:9]=[C:8]([I:10])[CH:7]=[CH:6][C:5]=1[N:11]1[C:16]([NH:17][CH3:18])=[CH:15][C:14](=[O:22])[N:13]([CH2:23][C:24]2[CH:25]=[CH:26][C:27]([O:30][CH3:31])=[CH:28][CH:29]=2)[C:12]1=[O:32]. The yield is 0.931.